Dataset: Reaction yield outcomes from USPTO patents with 853,638 reactions. Task: Predict the reaction yield, written as a fraction of the theoretical maximum amount of product (1.0 means a 100% yield; for example, 0.34 means a 34% yield). The catalyst is CO. The product is [Br:1][C:2]1[CH:3]=[CH:4][C:5]([C:6]([C@@H:8]2[CH2:11][CH2:10][C@H:9]2[C:12]([O:14][CH3:17])=[O:13])=[O:7])=[CH:15][CH:16]=1. The yield is 0.780. The reactants are [Br:1][C:2]1[CH:16]=[CH:15][C:5]([C:6]([C@@H:8]2[CH2:11][CH2:10][C@H:9]2[C:12]([OH:14])=[O:13])=[O:7])=[CH:4][CH:3]=1.[CH3:17]OC(OC)(C)C.Cl.